Dataset: Experimentally validated miRNA-target interactions with 360,000+ pairs, plus equal number of negative samples. Task: Binary Classification. Given a miRNA mature sequence and a target amino acid sequence, predict their likelihood of interaction. (1) The miRNA is hsa-miR-5588-3p with sequence AAGUCCCACUAAUGCCAGC. Result: 1 (interaction). The protein sequence of the target gene is MDLAQPSQPVDELELSVLERQPEENTPLNGADKVFPSLDEEVPPAEANKESPWSSCNKNVVGRCKLWMIITSIFLGVITVIIIGLCLAAVTYVDEDENEILELSSNKTFFIMLKIPEECVAEEELPHLLTERLTDVYSTSPSLGRYFTSVEIVDFSGENATVTYDLQFGVPSDDENFMKYMMSEELVLGILLQDFRDQNIPGCESLGLDPTSLLLYE. (2) The miRNA is gga-miR-133a-3p with sequence UUGGUCCCCUUCAACCAGCUGU. The protein sequence of the target gene is MAGWIQAQQLQGDALRQMQVLYGQHFPIEVRHYLAQWIESQPWDAIDLDNPQDRGQATQLLEGLVQELQKKAEHQVGEDGFLLKIKLGHYATQLQNTYDRCPMELVRCIRHILYNEQRLVREANNCSSPAGVLVDAMSQKHLQINQRFEELRLITQDTENELKKLQQTQEYFIIQYQESLRIQAQFAQLGQLNPQERMSRETALQQKQVSLETWLQREAQTLQQYRVELAEKHQKTLQLLRKQQTIILDDELIQWKRRQQLAGNGGPPEGSLDVLQSWCEKLAEIIWQNRQQIRRAEHLC.... Result: 0 (no interaction). (3) Result: 0 (no interaction). The miRNA is hsa-miR-6514-5p with sequence UAUGGAGUGGACUUUCAGCUGGC. The protein sequence of the target gene is MKRWQACQDLRSNTFEDAALTEHYEILTTLGQGTFGEVKLASHLVTQTKVAIKILPKSRKNSLVQPEIEIMKSLDHPHIIKLLHIIDTTRNIFIVLEHAVGGELMSRIEEFGYLAEVECHRLFKQLVYALQYCHEKGIVHRDLKPENILLDHRGNVKLTDFGLGTKIIMGQKLVTFCGTLPYCAPELFEDRGYDGRATDVWSLGVVLYFMATGCLPFNGYSYEAIKQKIIAGKYPRSFSLSPELWEVIAKLLTVNPGERPTVHDIARFKWLKPDNEASPASLGENIESHPDPSIMVLMGV....